This data is from Forward reaction prediction with 1.9M reactions from USPTO patents (1976-2016). The task is: Predict the product of the given reaction. (1) Given the reactants Cl[C:2]1[N:3]=[C:4]([N:25]2[CH2:30][CH2:29][O:28][CH2:27][CH2:26]2)[C:5]2[S:10][C:9]([C:11]3[CH:12]=[C:13]([CH2:17][NH:18][C:19](=[O:23])[C@@H:20]([OH:22])[CH3:21])[CH:14]=[CH:15][CH:16]=3)=[C:8]([CH3:24])[C:6]=2[N:7]=1.[NH:31]1[C:39]2[C:34](=[CH:35][C:36](B3OC(C)(C)C(C)(C)O3)=[CH:37][N:38]=2)[CH:33]=[CH:32]1, predict the reaction product. The product is: [OH:22][C@@H:20]([CH3:21])[C:19]([NH:18][CH2:17][C:13]1[CH:14]=[CH:15][CH:16]=[C:11]([C:9]2[S:10][C:5]3[C:4]([N:25]4[CH2:30][CH2:29][O:28][CH2:27][CH2:26]4)=[N:3][C:2]([C:36]4[CH:35]=[C:34]5[CH:33]=[CH:32][NH:31][C:39]5=[N:38][CH:37]=4)=[N:7][C:6]=3[C:8]=2[CH3:24])[CH:12]=1)=[O:23]. (2) Given the reactants [C:1]([Si:5]([CH3:17])([CH3:16])[N:6]1[C:10]2=[N:11][CH:12]=[CH:13][CH:14]=[C:9]2[C:8](I)=[CH:7]1)([CH3:4])([CH3:3])[CH3:2].C([Mg]Cl)(C)C.[Cl:23][C:24]1[CH:29]=[CH:28][C:27]([CH:30]([O:32][C:33]2[CH:40]=[CH:39][C:36]([CH:37]=[O:38])=[CH:35][C:34]=2[O:41][CH3:42])[CH3:31])=[CH:26][CH:25]=1, predict the reaction product. The product is: [C:1]([Si:5]([CH3:17])([CH3:16])[N:6]1[C:10]2=[N:11][CH:12]=[CH:13][CH:14]=[C:9]2[C:8]([CH:37]([C:36]2[CH:39]=[CH:40][C:33]([O:32][CH:30]([C:27]3[CH:28]=[CH:29][C:24]([Cl:23])=[CH:25][CH:26]=3)[CH3:31])=[C:34]([O:41][CH3:42])[CH:35]=2)[OH:38])=[CH:7]1)([CH3:4])([CH3:3])[CH3:2]. (3) Given the reactants [Cl-].[Cl-].[Ca+2].[CH3:4][O:5][C:6]1[CH:7]=[C:8]([CH:12]=[CH:13][CH:14]=1)[C:9]([OH:11])=[O:10].[Cl:15][C:16]([Cl:21])([Cl:20])[CH:17](O)O.OS(O)(=O)=O, predict the reaction product. The product is: [CH3:4][O:5][C:6]1[CH:7]=[C:8]2[C:12]([CH:17]([C:16]([Cl:21])([Cl:20])[Cl:15])[O:10][C:9]2=[O:11])=[CH:13][CH:14]=1. (4) Given the reactants F[C:2]1[CH:7]=[CH:6][C:5]([Mg]Br)=[CH:4][CH:3]=1.[F:10]C1C=CC(Br)=CC=1.[Mg].[Br:19][C:20]1[CH:21]=[C:22]2[C:27](=[CH:28][CH:29]=1)[C:25](=[O:26])[O:24][CH2:23]2, predict the reaction product. The product is: [OH:24][CH2:23][C:22]1[CH2:21][C:20]([Br:19])([F:10])[CH:29]=[CH:28][C:27]=1[C:25]([C:2]1[CH:7]=[CH:6][CH:5]=[CH:4][CH:3]=1)=[O:26]. (5) The product is: [Cl:1][C:2]1[C:3]([C:31](=[O:41])[N:32]([CH2:33][CH2:34][CH2:35][CH3:36])[CH2:37][CH2:38][CH2:39][CH3:40])=[N:4][N:5]([C:8]2[CH:18]=[CH:17][C:11]([C:12]([O:14][CH2:15][CH3:16])=[O:13])=[CH:10][C:9]=2[C:19]([N:21]2[CH2:30][CH2:29][C:28]3[C:23](=[CH:24][CH:25]=[CH:26][CH:27]=3)[CH2:22]2)=[O:20])[C:6]=1[CH2:7][CH2:56][O:57][CH:58]1[CH2:63][CH2:62][CH2:61][CH2:60][O:59]1. Given the reactants [Cl:1][C:2]1[C:3]([C:31](=[O:41])[N:32]([CH2:37][CH2:38][CH2:39][CH3:40])[CH2:33][CH2:34][CH2:35][CH3:36])=[N:4][N:5]([C:8]2[CH:18]=[CH:17][C:11]([C:12]([O:14][CH2:15][CH3:16])=[O:13])=[CH:10][C:9]=2[C:19]([N:21]2[CH2:30][CH2:29][C:28]3[C:23](=[CH:24][CH:25]=[CH:26][CH:27]=3)[CH2:22]2)=[O:20])[C:6]=1[CH3:7].C(N(CCCC)C(C1C(Cl)=C(C[CH2:56][O:57][CH:58]2[CH2:63][CH2:62][CH2:61][CH2:60][O:59]2)NN=1)=O)CCC.FC1C=CC(C(OCC)=O)=CC=1C(N1CCC2C(=CC=CC=2)C1)=O, predict the reaction product. (6) Given the reactants [CH3:1][O:2][CH:3]([O:20][CH3:21])[CH2:4][CH:5]([C:14]1[CH:19]=[CH:18][CH:17]=[CH:16][CH:15]=1)[CH:6]([CH:8]1[CH2:13][CH2:12][CH2:11][CH2:10][CH2:9]1)[OH:7].[CH2:22](Br)[C:23]#[CH:24], predict the reaction product. The product is: [CH3:21][O:20][CH:3]([O:2][CH3:1])[CH2:4][CH:5]([C:14]1[CH:15]=[CH:16][CH:17]=[CH:18][CH:19]=1)[CH:6]([CH:8]1[CH2:13][CH2:12][CH2:11][CH2:10][CH2:9]1)[O:7][CH2:24][C:23]#[CH:22].